This data is from Full USPTO retrosynthesis dataset with 1.9M reactions from patents (1976-2016). The task is: Predict the reactants needed to synthesize the given product. (1) The reactants are: N[C:2]1[CH:9]=[CH:8][C:7]([S:10][CH2:11][CH3:12])=[CH:6][C:3]=1[C:4]#[N:5].NC1C=CC(SC)=CC=1C#N.[BrH:24].N([O-])=O.[Na+]. Given the product [Br:24][C:2]1[CH:9]=[CH:8][C:7]([S:10][CH2:11][CH3:12])=[CH:6][C:3]=1[C:4]#[N:5], predict the reactants needed to synthesize it. (2) Given the product [O:25]1[CH2:26][CH2:27][N:22]([C:18]2[CH:17]=[C:16]([N:8]3[C:9]([C:10]4[CH:15]=[CH:14][CH:13]=[CH:12][CH:11]=4)=[C:5]([C:3]([OH:4])=[O:2])[N:6]=[CH:7]3)[CH:21]=[CH:20][CH:19]=2)[CH2:23][CH2:24]1, predict the reactants needed to synthesize it. The reactants are: C[O:2][C:3]([C:5]1[N:6]=[CH:7][N:8]([C:16]2[CH:21]=[CH:20][CH:19]=[C:18]([N:22]3[CH2:27][CH2:26][O:25][CH2:24][CH2:23]3)[CH:17]=2)[C:9]=1[C:10]1[CH:15]=[CH:14][CH:13]=[CH:12][CH:11]=1)=[O:4].[OH-].[Na+].O.Cl. (3) Given the product [C:17]1([B:10]([C:4]2[CH:5]=[CH:6][CH:7]=[CH:8][CH:9]=2)[C:11]2[CH:16]=[CH:15][CH:14]=[CH:13][CH:12]=2)[CH:18]=[CH:19][CH:20]=[CH:21][CH:22]=1, predict the reactants needed to synthesize it. The reactants are: O=[Si]=O.[C:4]1([B:10]([C:17]2[CH:22]=[CH:21][CH:20]=[CH:19][CH:18]=2)[C:11]2[CH:16]=[CH:15][CH:14]=[CH:13][CH:12]=2)[CH:9]=[CH:8][CH:7]=[CH:6][CH:5]=1.N. (4) The reactants are: [NH2:1][C:2]1[C:7]([NH:8][CH2:9][CH2:10][OH:11])=[C:6]([F:12])[C:5]([F:13])=[CH:4][CH:3]=1.[CH:14](O)=O. Given the product [F:13][C:5]1[CH:4]=[CH:3][C:2]2[N:1]=[CH:14][N:8]([CH2:9][CH2:10][OH:11])[C:7]=2[C:6]=1[F:12], predict the reactants needed to synthesize it. (5) Given the product [Br:26][C:15]1[CH:14]=[CH:13][C:12]([S:9]([NH:8][C:6]2[CH:5]=[CH:4][C:3]3[C:2](=[CH:1][CH:41]=[CH:40][CH:45]=3)[N:7]=2)(=[O:10])=[O:11])=[CH:17][CH:16]=1, predict the reactants needed to synthesize it. The reactants are: [CH3:1][C:2]1[N:7]=[C:6]([NH:8][S:9]([C:12]2[CH:17]=[CH:16][C:15](C3C=CC(C#N)=CC=3)=[CH:14][CH:13]=2)(=[O:11])=[O:10])[CH:5]=[CH:4][CH:3]=1.[Br:26]C1C(S(Cl)(=O)=O)=CC=CC=1.NC1C=C[C:45]2[C:40](=[CH:41]C=CC=2)N=1. (6) Given the product [C:5](/[C:4](/[C:3](=[O:8])[C:2]([F:10])([F:9])[F:1])=[CH:15]\[NH:11][C:12]([NH2:14])=[O:13])(=[O:7])[CH3:6], predict the reactants needed to synthesize it. The reactants are: [F:1][C:2]([F:10])([F:9])[C:3](=[O:8])[CH2:4][C:5](=[O:7])[CH3:6].[NH2:11][C:12]([NH2:14])=[O:13].[CH:15](OCC)(OCC)OCC.CO[Na].Cl.